Dataset: Forward reaction prediction with 1.9M reactions from USPTO patents (1976-2016). Task: Predict the product of the given reaction. Given the reactants [OH:1][C:2]1[CH:11]=[C:10]2[C:5]([C:6](=[O:23])[N:7]([C:15]3[CH:22]=[CH:21][C:18]([C:19]#[N:20])=[CH:17][CH:16]=3)[C:8]([CH:12]([CH3:14])[CH3:13])=[N:9]2)=[CH:4][CH:3]=1.C1N2CN3CN(C2)CN1C3, predict the reaction product. The product is: [OH:1][C:2]1[C:11]([CH:2]([OH:1])[CH2:3][CH3:4])=[C:10]2[C:5]([C:6](=[O:23])[N:7]([C:15]3[CH:16]=[CH:17][C:18]([C:19]#[N:20])=[CH:21][CH:22]=3)[C:8]([CH:12]([CH3:14])[CH3:13])=[N:9]2)=[CH:4][CH:3]=1.